The task is: Predict the product of the given reaction.. This data is from Forward reaction prediction with 1.9M reactions from USPTO patents (1976-2016). (1) Given the reactants [CH3:1][C:2]1[CH:30]=[CH:29][CH:28]=[C:27]([CH3:31])[C:3]=1[O:4][C:5]1[CH:6]=[C:7]2[C:12](=[CH:13][C:14]=1[CH3:15])[N:11]=[C:10]([N:16]1[CH:20]=[C:19]([C:21]([O:23]CC)=[O:22])[CH:18]=[N:17]1)[NH:9][C:8]2=O.[CH3:32][NH:33][CH3:34], predict the reaction product. The product is: [CH3:1][C:2]1[CH:30]=[CH:29][CH:28]=[C:27]([CH3:31])[C:3]=1[O:4][C:5]1[CH:6]=[C:7]2[C:12](=[CH:13][C:14]=1[CH3:15])[N:11]=[C:10]([N:16]1[CH:20]=[C:19]([C:21]([OH:23])=[O:22])[CH:18]=[N:17]1)[N:9]=[C:8]2[N:33]([CH3:34])[CH3:32]. (2) Given the reactants [Cl:1][C:2]1[N:7]=[C:6](Cl)[C:5]([F:9])=[CH:4][N:3]=1.[Br:10][C:11]1[CH:16]=[CH:15][CH:14]=[C:13]([C:17]#[CH:18])[CH:12]=1, predict the reaction product. The product is: [Br:10][C:11]1[CH:12]=[C:13]([C:17]#[C:18][C:6]2[C:5]([F:9])=[CH:4][N:3]=[C:2]([Cl:1])[N:7]=2)[CH:14]=[CH:15][CH:16]=1. (3) Given the reactants [CH3:1][C:2]1[CH:3]=[C:4]([CH:18]=[CH:19][C:20]=1[CH3:21])[C:5]([C:7]1[C:16](=[O:17])[C:15]2[C:10](=[CH:11][CH:12]=[CH:13][CH:14]=2)[NH:9][CH:8]=1)=[O:6].[H-].[Na+].Br[CH2:25][C:26]1[CH:31]=[CH:30][CH:29]=[C:28]([F:32])[N:27]=1, predict the reaction product. The product is: [CH3:1][C:2]1[CH:3]=[C:4]([CH:18]=[CH:19][C:20]=1[CH3:21])[C:5]([C:7]1[C:16](=[O:17])[C:15]2[C:10](=[CH:11][CH:12]=[CH:13][CH:14]=2)[N:9]([CH2:25][C:26]2[CH:31]=[CH:30][CH:29]=[C:28]([F:32])[N:27]=2)[CH:8]=1)=[O:6].